Dataset: Catalyst prediction with 721,799 reactions and 888 catalyst types from USPTO. Task: Predict which catalyst facilitates the given reaction. (1) Reactant: [Cl:1][C:2]1[CH:10]=[C:9]2[C:5]([C:6]([CH2:30][CH2:31][CH2:32][O:33][C:34]3[CH:39]=[C:38]([CH3:40])[C:37]([Cl:41])=[C:36]([CH3:42])[CH:35]=3)=[C:7]([C:11]([NH:13][S:14]([CH2:17][CH2:18][N:19]3C(=O)C4[C:21](=CC=CC=4)[C:20]3=[O:29])(=[O:16])=[O:15])=[O:12])[NH:8]2)=[CH:4][CH:3]=1.O.NN. Product: [C:20]([NH:19][CH2:18][CH2:17][S:14]([NH:13][C:11]([C:7]1[NH:8][C:9]2[C:5]([C:6]=1[CH2:30][CH2:31][CH2:32][O:33][C:34]1[CH:35]=[C:36]([CH3:42])[C:37]([Cl:41])=[C:38]([CH3:40])[CH:39]=1)=[CH:4][CH:3]=[C:2]([Cl:1])[CH:10]=2)=[O:12])(=[O:16])=[O:15])(=[O:29])[CH3:21]. The catalyst class is: 5. (2) Reactant: Br[C:2]1[C:7]([N:8]([CH2:23][O:24][CH3:25])[S:9]([C:12]2[CH:17]=[CH:16][C:15]([Cl:18])=[C:14]([C:19]([F:22])([F:21])[F:20])[CH:13]=2)(=[O:11])=[O:10])=[CH:6][C:5]([Cl:26])=[CH:4][N:3]=1.C([Mg]Cl)(C)C.[C:32]1(=[O:42])[O:37][C:35](=[O:36])[C:34]2=[CH:38][CH:39]=[CH:40][CH:41]=[C:33]12. Product: [Cl:26][C:5]1[CH:6]=[C:7]([N:8]([S:9]([C:12]2[CH:17]=[CH:16][C:15]([Cl:18])=[C:14]([C:19]([F:22])([F:21])[F:20])[CH:13]=2)(=[O:11])=[O:10])[CH2:23][O:24][CH3:25])[C:2]([C:32]([C:33]2[CH:41]=[CH:40][CH:39]=[CH:38][C:34]=2[C:35]([OH:37])=[O:36])=[O:42])=[N:3][CH:4]=1. The catalyst class is: 76. (3) Reactant: [C:1]([C:3]1[C:12]2[C:7](=[CH:8][C:9]([C:13]3[CH:14]=[C:15]([CH:20]=[CH:21][C:22]=3[CH3:23])[C:16](OC)=[O:17])=[CH:10][CH:11]=2)[CH:6]=[N:5][N:4]=1)#[N:2].[Li+].[OH-:25].CN(C(ON1N=NC2[CH:37]=[CH:38][CH:39]=[N:40]C1=2)=[N+](C)C)C.F[P-](F)(F)(F)(F)F.C1(N)CC1. Product: [CH:39]1([NH:40][C:16]([C:15]2[CH:20]=[CH:21][C:22]([CH3:23])=[C:13]([C:9]3[CH:8]=[C:7]4[C:12](=[CH:11][CH:10]=3)[C:3]([C:1]([NH2:2])=[O:25])=[N:4][N:5]=[CH:6]4)[CH:14]=2)=[O:17])[CH2:37][CH2:38]1. The catalyst class is: 299. (4) Reactant: [OH-].[Na+].[C:3]([O:7][C@@H:8]([C:15]1[C:16]([CH3:44])=[N:17][C:18]([CH3:43])=[C:19]([C:27]2[CH:32]=[CH:31][C:30]([O:33][CH2:34][CH2:35][C:36]3[CH:41]=[CH:40][C:39]([F:42])=[CH:38][CH:37]=3)=[CH:29][CH:28]=2)[C:20]=1[N:21]1[CH2:24][C:23]([CH3:26])([CH3:25])[CH2:22]1)[C:9]([O:11]C(C)C)=[O:10])([CH3:6])([CH3:5])[CH3:4].Cl. Product: [C:3]([O:7][C@@H:8]([C:15]1[C:16]([CH3:44])=[N:17][C:18]([CH3:43])=[C:19]([C:27]2[CH:32]=[CH:31][C:30]([O:33][CH2:34][CH2:35][C:36]3[CH:41]=[CH:40][C:39]([F:42])=[CH:38][CH:37]=3)=[CH:29][CH:28]=2)[C:20]=1[N:21]1[CH2:24][C:23]([CH3:26])([CH3:25])[CH2:22]1)[C:9]([OH:11])=[O:10])([CH3:6])([CH3:4])[CH3:5]. The catalyst class is: 8. (5) Reactant: [OH:1][C:2]1[CH:7]=[CH:6][C:5]([C:8](=[O:16])[CH2:9][C:10](=O)[CH2:11][CH2:12][CH2:13][CH3:14])=[CH:4][CH:3]=1.[N+:17]([C:20]1[CH:25]=[CH:24][C:23]([O:26][NH2:27])=[CH:22][CH:21]=1)([O-:19])=[O:18]. Product: [N+:17]([C:20]1[CH:21]=[CH:22][C:23]([O:26][N:27]=[C:10]([CH2:11][CH2:12][CH2:13][CH3:14])[CH2:9][C:8]([C:5]2[CH:6]=[CH:7][C:2]([OH:1])=[CH:3][CH:4]=2)=[O:16])=[CH:24][CH:25]=1)([O-:19])=[O:18]. The catalyst class is: 15. (6) Product: [Cl:24][C:21]1[N:20]=[N:19][C:18]([NH:17][C:11]([C:4]2[C:5](=[O:10])[N:6]([CH3:9])[C:7]([CH3:8])=[C:2]([Cl:1])[C:3]=2[OH:16])=[O:13])=[CH:23][CH:22]=1. Reactant: [Cl:1][C:2]1[C:3]([OH:16])=[C:4]([C:11]([O:13]CC)=O)[C:5](=[O:10])[N:6]([CH3:9])[C:7]=1[CH3:8].[NH2:17][C:18]1[N:19]=[N:20][C:21]([Cl:24])=[CH:22][CH:23]=1.BrC1C=CC=CC=1. The catalyst class is: 81. (7) Reactant: [CH2:1]([C:12]1[N:16]=[C:15]([C:17]2[CH:24]=[CH:23][C:20]([CH:21]=O)=[CH:19][CH:18]=2)[O:14][N:13]=1)[CH2:2][CH2:3][CH2:4][CH2:5][CH2:6][CH2:7][CH2:8][CH2:9][CH2:10][CH3:11].[F:25][C:26]1[CH:31]=[CH:30][CH:29]=[CH:28][C:27]=1[CH2:32][CH2:33][NH2:34].C(O[BH-](OC(=O)C)OC(=O)C)(=O)C.[Na+]. Product: [F:25][C:26]1[CH:31]=[CH:30][CH:29]=[CH:28][C:27]=1[CH2:32][CH2:33][NH:34][CH2:21][C:20]1[CH:23]=[CH:24][C:17]([C:15]2[O:14][N:13]=[C:12]([CH2:1][CH2:2][CH2:3][CH2:4][CH2:5][CH2:6][CH2:7][CH2:8][CH2:9][CH2:10][CH3:11])[N:16]=2)=[CH:18][CH:19]=1. The catalyst class is: 1. (8) Reactant: [C:1]([O:5][C:6](=[O:9])[NH:7][NH2:8])([CH3:4])([CH3:3])[CH3:2].C(=O)([O-])[O-].[K+].[K+].[CH3:16][C:17]1[C:25]([CH3:26])=[CH:24][CH:23]=[CH:22][C:18]=1[C:19](Cl)=[O:20]. Product: [CH3:16][C:17]1[C:25]([CH3:26])=[CH:24][CH:23]=[CH:22][C:18]=1[C:19]([NH:8][NH:7][C:6]([O:5][C:1]([CH3:4])([CH3:3])[CH3:2])=[O:9])=[O:20]. The catalyst class is: 232. (9) Reactant: [NH:1]1[CH2:6][CH2:5][NH:4][CH2:3][CH2:2]1.[CH:7]1([C:10]([Cl:12])=[O:11])[CH2:9][CH2:8]1. Product: [ClH:12].[CH:7]1([C:10]([N:1]2[CH2:6][CH2:5][NH:4][CH2:3][CH2:2]2)=[O:11])[CH2:9][CH2:8]1. The catalyst class is: 15. (10) Reactant: [OH-].[Na+].C[O:4][C:5]([C:7]1[N:8]=[C:9]([C:19]2[CH:24]=[CH:23][CH:22]=[CH:21][CH:20]=2)[N:10]([C:13]2[CH:18]=[CH:17][CH:16]=[CH:15][CH:14]=2)[C:11]=1[CH3:12])=[O:6]. Product: [CH3:12][C:11]1[N:10]([C:13]2[CH:18]=[CH:17][CH:16]=[CH:15][CH:14]=2)[C:9]([C:19]2[CH:20]=[CH:21][CH:22]=[CH:23][CH:24]=2)=[N:8][C:7]=1[C:5]([OH:6])=[O:4]. The catalyst class is: 5.